Dataset: Retrosynthesis with 50K atom-mapped reactions and 10 reaction types from USPTO. Task: Predict the reactants needed to synthesize the given product. (1) Given the product Cn1cc(-c2cc(C(=O)O)cc(C(F)(F)F)c2)cn1, predict the reactants needed to synthesize it. The reactants are: COC(=O)c1cc(-c2cnn(C)c2)cc(C(F)(F)F)c1. (2) Given the product C#CCOc1ccc(CC(=O)O)cc1[N+](=O)[O-], predict the reactants needed to synthesize it. The reactants are: C#CCOc1ccc(CC(=O)OC)cc1[N+](=O)[O-]. (3) Given the product N#Cc1c(NC(=S)NC(=O)c2ccccc2)sc2c1CCCC2, predict the reactants needed to synthesize it. The reactants are: N#Cc1c(N)sc2c1CCCC2.O=C(N=C=S)c1ccccc1. (4) Given the product O=C1c2ccccc2C(=O)N1CCN1CCN(c2ccccc2)CC1, predict the reactants needed to synthesize it. The reactants are: O=C1c2ccccc2C(=O)N1CCBr.c1ccc(N2CCNCC2)cc1. (5) Given the product CC(C)(C)OC(=O)N1Cc2ccc(N3CCOCC3)cc2C1, predict the reactants needed to synthesize it. The reactants are: C1COCCN1.CC(C)(C)OC(=O)N1Cc2ccc(Br)cc2C1. (6) Given the product N#Cc1ccc(OCC(=O)NN=C2C(=O)Nc3ccc(I)cc32)cc1, predict the reactants needed to synthesize it. The reactants are: N#Cc1ccc(OCC(=O)NN)cc1.O=C1Nc2ccc(I)cc2C1=O. (7) Given the product O=C1Nc2cccc(C3CCNCC3)c2C1=Cc1cc2ccccc2[nH]1, predict the reactants needed to synthesize it. The reactants are: O=C1Cc2c(cccc2C2CCNCC2)N1.O=Cc1cc2ccccc2[nH]1.